From a dataset of Full USPTO retrosynthesis dataset with 1.9M reactions from patents (1976-2016). Predict the reactants needed to synthesize the given product. (1) Given the product [CH3:28][O:29]/[N:30]=[C:23](\[C:5]1[C:6]2[N:7]3[CH2:14][CH2:13][CH2:12][N:11]([C:15]4[CH:20]=[CH:19][C:18]([Cl:21])=[CH:17][C:16]=4[Cl:22])[C:8]3=[N:9][C:10]=2[C:2]([Cl:1])=[CH:3][CH:4]=1)/[CH2:24][CH3:25], predict the reactants needed to synthesize it. The reactants are: [Cl:1][C:2]1[C:10]2[N:9]=[C:8]3[N:11]([C:15]4[CH:20]=[CH:19][C:18]([Cl:21])=[CH:17][C:16]=4[Cl:22])[CH2:12][CH2:13][CH2:14][N:7]3[C:6]=2[C:5]([C:23](=O)[CH2:24][CH3:25])=[CH:4][CH:3]=1.Cl.[CH3:28][O:29][NH2:30].N1C=CC=CC=1. (2) Given the product [CH3:50][C@H:51]([NH:56][C:16]([C:15]1[C:9]2[C:10](=[N:11][CH:12]=[C:7]([C:2]3[CH:3]=[CH:4][CH:5]=[CH:6][N:1]=3)[N:8]=2)[NH:13][CH:14]=1)=[O:18])[C:52]([CH3:55])([CH3:54])[CH3:53], predict the reactants needed to synthesize it. The reactants are: [N:1]1[CH:6]=[CH:5][CH:4]=[CH:3][C:2]=1[C:7]1[N:8]=[C:9]2[C:15]([C:16]([OH:18])=O)=[CH:14][N:13](COCC[Si](C)(C)C)[C:10]2=[N:11][CH:12]=1.C1(C2N=C3C(C(O)=O)=CN(COCC[Si](C)(C)C)C3=NC=2)CC1.[CH3:50][C@H:51]([NH2:56])[C:52]([CH3:55])([CH3:54])[CH3:53].C(N)(C)C.[OH-].[Na+]. (3) Given the product [Br:17][C:7]1[CH:8]=[CH:9][C:10]2[C:11]3[N:12]([CH2:13][CH2:14][CH2:15][OH:16])[C:20]([CH2:21][CH2:22][CH3:23])=[N:1][C:2]=3[CH:3]=[N:4][C:5]=2[CH:6]=1, predict the reactants needed to synthesize it. The reactants are: [NH2:1][C:2]1[CH:3]=[N:4][C:5]2[C:10]([C:11]=1[NH:12][CH2:13][CH2:14][CH2:15][OH:16])=[CH:9][CH:8]=[C:7]([Br:17])[CH:6]=2.Cl.N1C=[CH:23][CH:22]=[CH:21][CH:20]=1.C(OC)(OC)(OC)CCC. (4) Given the product [O:20]([P:11]([NH:1][C:2]1[S:3][C:4]([C:7]([O:9][CH3:10])=[O:8])=[CH:5][N:6]=1)([O:13][C:14]1[CH:19]=[CH:18][CH:17]=[CH:16][CH:15]=1)=[O:12])[C:21]1[CH:22]=[CH:23][CH:24]=[CH:25][CH:26]=1, predict the reactants needed to synthesize it. The reactants are: [NH2:1][C:2]1[S:3][C:4]([C:7]([O:9][CH3:10])=[O:8])=[CH:5][N:6]=1.[P:11](Cl)([O:20][C:21]1[CH:26]=[CH:25][CH:24]=[CH:23][CH:22]=1)([O:13][C:14]1[CH:19]=[CH:18][CH:17]=[CH:16][CH:15]=1)=[O:12].